From a dataset of Reaction yield outcomes from USPTO patents with 853,638 reactions. Predict the reaction yield, written as a fraction of the theoretical maximum amount of product (1.0 means a 100% yield; for example, 0.34 means a 34% yield). (1) The reactants are FC(F)(F)C1C=CC(C2C=CC=C(COC3C=CC(C4(CC(OCC)=O)COC4)=CC=3)C=2)=CC=1.[OH:35][C:36]1[CH:41]=[CH:40][C:39]([C:42]2([CH2:46][C:47]([O:49][CH2:50][CH3:51])=[O:48])[CH2:45][O:44][CH2:43]2)=[CH:38][CH:37]=1.[F:52][C:53]1[CH:54]=[C:55]([CH:58]=[C:59]([O:61][C:62]([F:65])([F:64])[F:63])[CH:60]=1)[CH2:56]Br. No catalyst specified. The product is [F:52][C:53]1[CH:54]=[C:55]([CH:58]=[C:59]([O:61][C:62]([F:63])([F:64])[F:65])[CH:60]=1)[CH2:56][O:35][C:36]1[CH:41]=[CH:40][C:39]([C:42]2([CH2:46][C:47]([O:49][CH2:50][CH3:51])=[O:48])[CH2:43][O:44][CH2:45]2)=[CH:38][CH:37]=1. The yield is 0.850. (2) The reactants are O.[OH-].[Li+].[CH3:4][O:5][C:6]1[N:11]=[CH:10][C:9]([C:12]2[N:16]([C:17]3[CH:18]=[N:19][CH:20]=[CH:21][CH:22]=3)[N:15]=[C:14]([C:23]([O:25]C)=[O:24])[CH:13]=2)=[CH:8][CH:7]=1.O. The catalyst is O1CCCC1.CO. The product is [CH3:4][O:5][C:6]1[N:11]=[CH:10][C:9]([C:12]2[N:16]([C:17]3[CH:18]=[N:19][CH:20]=[CH:21][CH:22]=3)[N:15]=[C:14]([C:23]([OH:25])=[O:24])[CH:13]=2)=[CH:8][CH:7]=1. The yield is 0.700. (3) The reactants are Cl.[OH:2][C:3]12[C:14]3[C:9](=[C:10]([N+:15]([O-])=O)[CH:11]=[CH:12][CH:13]=3)[C:8](=[O:18])[C:7]1([NH:19][C:20]([C:22]1[S:26][C:25]3[CH:27]=[CH:28][CH:29]=[CH:30][C:24]=3[CH:23]=1)=[O:21])[C:6]1[CH:31]=[CH:32][C:33]([CH:35]([CH3:37])[CH3:36])=[CH:34][C:5]=1[O:4]2.C(O)C. The catalyst is [Fe].O. The product is [NH2:15][C:10]1[CH:11]=[CH:12][CH:13]=[C:14]2[C:9]=1[C:8](=[O:18])[C:7]1([NH:19][C:20]([C:22]3[S:26][C:25]4[CH:27]=[CH:28][CH:29]=[CH:30][C:24]=4[CH:23]=3)=[O:21])[C:6]3[CH:31]=[CH:32][C:33]([CH:35]([CH3:37])[CH3:36])=[CH:34][C:5]=3[O:4][C:3]12[OH:2]. The yield is 0.540. (4) The reactants are [N:1]1([CH2:7][CH2:8][NH2:9])[CH2:6][CH2:5][CH2:4][CH2:3][CH2:2]1.Cl[C:11]1[N:12]=[N+:13]([O-:23])[C:14]2[C:20]([CH3:21])=[CH:19][C:18]([CH3:22])=[CH:17][C:15]=2[N:16]=1. The catalyst is COCCOC. The product is [CH3:22][C:18]1[CH:19]=[C:20]([CH3:21])[C:14]2[N+:13]([O-:23])=[N:12][C:11]([NH:9][CH2:8][CH2:7][N:1]3[CH2:6][CH2:5][CH2:4][CH2:3][CH2:2]3)=[N:16][C:15]=2[CH:17]=1. The yield is 0.910. (5) The yield is 0.180. The reactants are [OH:1][CH:2]1[CH2:7][CH2:6][N:5]([CH:8]=[O:9])[CH2:4][CH2:3]1.[H-].[Na+].C1OCCOCCOCCOCCOC1.Cl[CH:28]([F:30])[F:29]. The product is [F:29][CH:28]([F:30])[O:1][CH:2]1[CH2:7][CH2:6][N:5]([CH:8]=[O:9])[CH2:4][CH2:3]1. The catalyst is O1CCCC1. (6) The reactants are [N:1]([CH:4]([CH2:10][CH2:11][CH2:12][CH2:13][N:14]=[C:15]=[O:16])[C:5]([O:7][CH2:8][CH3:9])=[O:6])=[C:2]=[O:3].[CH2:17]([OH:20])[C:18]#[CH:19].[C:21]([O-])(=[O:33])[CH2:22][CH2:23]CCCCCCCCC.[C:21]([O-])(=[O:33])[CH2:22][CH2:23]CCCCCCCCC.C([Sn+2]CCCC)CCC.[O-2].[Al+3].[O-2].[O-2].[Al+3]. The catalyst is C(Cl)Cl. The product is [CH2:17]([O:20][C:2]([NH:1][C@@H:4]([CH2:10][CH2:11][CH2:12][CH2:13][NH:14][C:15]([O:33][CH2:21][C:22]#[CH:23])=[O:16])[C:5]([O:7][CH2:8][CH3:9])=[O:6])=[O:3])[C:18]#[CH:19]. The yield is 0.830. (7) The reactants are [I:1][C:2]1[CH:10]=[CH:9][CH:8]=[C:4]([C:5]([OH:7])=O)[C:3]=1[C:11]([OH:13])=[O:12]. The catalyst is C(OC(=O)C)(=O)C. The product is [I:1][C:2]1[C:3]2[C:11](=[O:12])[O:13][C:5](=[O:7])[C:4]=2[CH:8]=[CH:9][CH:10]=1. The yield is 0.650.